Dataset: Catalyst prediction with 721,799 reactions and 888 catalyst types from USPTO. Task: Predict which catalyst facilitates the given reaction. (1) Reactant: [Cl:1][C:2]1[CH:3]=[C:4]([CH:23]([CH2:29][CH2:30][O:31][CH3:32])[C:24]([O:26]CC)=[O:25])[CH:5]=[C:6]([C:13]2[CH:18]=[CH:17][C:16]([C:19]([F:22])([F:21])[F:20])=[CH:15][CH:14]=2)[C:7]=1[O:8][CH2:9][CH:10]1[CH2:12][CH2:11]1.CO.O.O[Li].O. Product: [Cl:1][C:2]1[CH:3]=[C:4]([CH:23]([CH2:29][CH2:30][O:31][CH3:32])[C:24]([OH:26])=[O:25])[CH:5]=[C:6]([C:13]2[CH:14]=[CH:15][C:16]([C:19]([F:22])([F:21])[F:20])=[CH:17][CH:18]=2)[C:7]=1[O:8][CH2:9][CH:10]1[CH2:11][CH2:12]1. The catalyst class is: 1. (2) Reactant: C([O:3][C:4](=[O:40])[CH:5]([C:10]1[CH:11]=[C:12]([C:30]2[CH:35]=[CH:34][C:33]([C:36]([F:39])([F:38])[F:37])=[CH:32][CH:31]=2)[CH:13]=[C:14]([N:16]2[CH2:21][CH2:20][CH2:19][CH2:18][CH:17]2[CH2:22][C:23]2[CH:28]=[CH:27][CH:26]=[CH:25][C:24]=2[CH3:29])[CH:15]=1)[CH2:6][CH:7]([CH3:9])[CH3:8])C.[OH-].[Na+]. Product: [CH3:8][CH:7]([CH3:9])[CH2:6][CH:5]([C:10]1[CH:11]=[C:12]([C:30]2[CH:31]=[CH:32][C:33]([C:36]([F:39])([F:37])[F:38])=[CH:34][CH:35]=2)[CH:13]=[C:14]([N:16]2[CH2:21][CH2:20][CH2:19][CH2:18][CH:17]2[CH2:22][C:23]2[CH:28]=[CH:27][CH:26]=[CH:25][C:24]=2[CH3:29])[CH:15]=1)[C:4]([OH:40])=[O:3]. The catalyst class is: 5. (3) Reactant: [CH:1]1([CH2:7][NH:8][C:9]2[O:10][C:11]3[CH:17]=[C:16]([O:18][C:19]4[CH:24]=[CH:23][N:22]=[C:21]([CH2:25]O)[CH:20]=4)[CH:15]=[CH:14][C:12]=3[N:13]=2)[CH2:6][CH2:5][CH2:4][CH2:3][CH2:2]1.C1(P(C2C=CC=CC=2)C2C=CC=CC=2)C=CC=CC=1.[C:46]1(=[O:56])[NH:50][C:49](=[O:51])[C:48]2=[CH:52][CH:53]=[CH:54][CH:55]=[C:47]12.N(C(OC(C)C)=O)=NC(OC(C)C)=O. Product: [CH:1]1([CH2:7][NH:8][C:9]2[O:10][C:11]3[CH:17]=[C:16]([O:18][C:19]4[CH:24]=[CH:23][N:22]=[C:21]([CH2:25][N:50]5[C:46](=[O:56])[C:47]6[C:48](=[CH:52][CH:53]=[CH:54][CH:55]=6)[C:49]5=[O:51])[CH:20]=4)[CH:15]=[CH:14][C:12]=3[N:13]=2)[CH2:2][CH2:3][CH2:4][CH2:5][CH2:6]1. The catalyst class is: 1. (4) Reactant: [CH2:1]([C:3]1([CH2:18][CH:19]=[O:20])[C:8]2[NH:9][C:10]3[C:15]([C:7]=2[CH2:6][CH2:5][O:4]1)=[CH:14][CH:13]=[CH:12][C:11]=3[CH2:16][CH3:17])[CH3:2].[CH3:21][Mg]Cl. Product: [CH2:1]([C:3]1([CH2:18][CH:19]([OH:20])[CH3:21])[C:8]2[NH:9][C:10]3[C:15]([C:7]=2[CH2:6][CH2:5][O:4]1)=[CH:14][CH:13]=[CH:12][C:11]=3[CH2:16][CH3:17])[CH3:2]. The catalyst class is: 554. (5) Reactant: [Cl:1][C:2]1[CH:7]=[CH:6][C:5]([NH:8][C:9]([NH:11][C@H:12]2[CH2:17][CH2:16][C@@H:15]([OH:18])[CH2:14][CH2:13]2)=[O:10])=[CH:4][C:3]=1[C:19]([F:22])([F:21])[F:20].Cl[C:24]1[CH:29]=[CH:28][N:27]=[C:26]([C:30]([O:32][C:33]([CH3:36])([CH3:35])[CH3:34])=[O:31])[CH:25]=1.CC(C)([O-])C.[K+]. Product: [C:33]([O:32][C:30]([C:26]1[CH:25]=[C:24]([O:18][C@H:15]2[CH2:14][CH2:13][C@@H:12]([NH:11][C:9]([NH:8][C:5]3[CH:6]=[CH:7][C:2]([Cl:1])=[C:3]([C:19]([F:20])([F:21])[F:22])[CH:4]=3)=[O:10])[CH2:17][CH2:16]2)[CH:29]=[CH:28][N:27]=1)=[O:31])([CH3:36])([CH3:34])[CH3:35]. The catalyst class is: 1.